This data is from Forward reaction prediction with 1.9M reactions from USPTO patents (1976-2016). The task is: Predict the product of the given reaction. (1) Given the reactants OCCCN1C=C(C2C=CC(NC3C(C(F)(F)F)=CN=C(NC4C=CC(CP(=O)(OCC)OCC)=CC=4OC)N=3)=C3C=2CN(C)C3=O)C=N1.[NH2:50][C:51]1[C:52]([C:66]([NH:68][CH3:69])=[O:67])=[N:53][C:54]([C:57]2[CH:58]=[N:59][N:60]([CH2:62][CH2:63][CH2:64][OH:65])[CH:61]=2)=[CH:55][CH:56]=1.ClC1C(C(F)(F)F)=CN=C(NC2C=CC(CP(=O)(OCC)OCC)=CC=2OC)N=1.[Cl:99][C:100]1[CH:101]=[C:102]([CH:112]=[CH:113][C:114]=1[NH:115][C:116]1[N:121]=[C:120](Cl)[C:119]([C:123]([F:126])([F:125])[F:124])=[CH:118][N:117]=1)[CH2:103][P:104](=[O:111])([O:108][CH2:109][CH3:110])[O:105][CH2:106][CH3:107], predict the reaction product. The product is: [Cl:99][C:100]1[CH:101]=[C:102]([CH:112]=[CH:113][C:114]=1[NH:115][C:116]1[N:117]=[C:118]([NH:50][C:51]2[C:52]([C:66](=[O:67])[NH:68][CH3:69])=[N:53][C:54]([C:57]3[CH:58]=[N:59][N:60]([CH2:62][CH2:63][CH2:64][OH:65])[CH:61]=3)=[CH:55][CH:56]=2)[C:119]([C:123]([F:126])([F:124])[F:125])=[CH:120][N:121]=1)[CH2:103][P:104](=[O:111])([O:108][CH2:109][CH3:110])[O:105][CH2:106][CH3:107]. (2) Given the reactants Cl[C:2]1[C:3]2[C:19]([CH3:20])=[CH:18][S:17][C:4]=2[N:5]=[C:6]([C:8]([C:10]2[CH:15]=[CH:14][C:13]([F:16])=[CH:12][CH:11]=2)=[O:9])[N:7]=1.[NH:21]1[CH:25]=[CH:24][C:23]([NH2:26])=[N:22]1.CCN(C(C)C)C(C)C, predict the reaction product. The product is: [NH:21]1[CH:25]=[CH:24][C:23]([NH:26][C:2]2[C:3]3[C:19]([CH3:20])=[CH:18][S:17][C:4]=3[N:5]=[C:6]([C:8]([C:10]3[CH:15]=[CH:14][C:13]([F:16])=[CH:12][CH:11]=3)=[O:9])[N:7]=2)=[N:22]1. (3) Given the reactants [F:1][C:2]([F:17])([F:16])[C:3]1[CH:8]=[CH:7][N:6]2[C:9]([CH3:15])=[C:10](C([O-])=O)[N:11]=[C:5]2[CH:4]=1.C([N:20]([CH2:23]C)CC)C.C1(P(N=[N+]=[N-])(C2C=CC=CC=2)=[O:32])C=CC=CC=1.[C:42]([OH:46])([CH3:45])([CH3:44])[CH3:43], predict the reaction product. The product is: [F:17][C:2]([F:1])([F:16])[C:3]1[CH:8]=[CH:7][N:6]2[C:9]([CH3:15])=[C:10]([NH:20][C:23](=[O:32])[O:46][C:42]([CH3:45])([CH3:44])[CH3:43])[N:11]=[C:5]2[CH:4]=1. (4) Given the reactants C1([NH2+]C2CCCCC2)CCCCC1.[C:14]([O:18][C:19]([NH:21][C@@H:22]([CH2:26][CH2:27][CH2:28][CH2:29][CH2:30][CH:31]=[CH2:32])[C:23]([O-:25])=O)=[O:20])([CH3:17])([CH3:16])[CH3:15].C(Cl)(=O)C(C)(C)C.[CH2:40]([O:42][C:43]([C@@:45]1([NH:50][C:51]([C@H:53]2[NH:57][CH2:56][C@H:55]([O:58][C:59]([N:61]3[CH2:69][C:68]4[C:63](=[CH:64][CH:65]=[CH:66][C:67]=4[F:70])[CH2:62]3)=[O:60])[CH2:54]2)=[O:52])[CH2:47][C@H:46]1[CH:48]=[CH2:49])=[O:44])[CH3:41], predict the reaction product. The product is: [C:14]([O:18][C:19]([NH:21][C@@H:22]([CH2:26][CH2:27][CH2:28][CH2:29][CH2:30][CH:31]=[CH2:32])[C:23]([N:57]1[C@H:53]([C:51](=[O:52])[NH:50][C@:45]2([C:43]([O:42][CH2:40][CH3:41])=[O:44])[CH2:47][C@H:46]2[CH:48]=[CH2:49])[CH2:54][C@@H:55]([O:58][C:59]([N:61]2[CH2:69][C:68]3[C:63](=[CH:64][CH:65]=[CH:66][C:67]=3[F:70])[CH2:62]2)=[O:60])[CH2:56]1)=[O:25])=[O:20])([CH3:15])([CH3:16])[CH3:17]. (5) Given the reactants [CH3:1][N:2]1[N:6]=[N:5][C:4]([C:7]2[CH:12]=[CH:11][C:10]([C:13]3[CH:18]=[CH:17][C:16]([N:19]4[CH2:23][C@H:22]([CH2:24][O:25]S(C)(=O)=O)[O:21][C:20]4=[O:30])=[CH:15][C:14]=3[F:31])=[CH:9][N:8]=2)=[N:3]1.[CH3:32][O-].[Na+], predict the reaction product. The product is: [CH3:1][N:2]1[N:6]=[N:5][C:4]([C:7]2[CH:12]=[CH:11][C:10]([C:13]3[CH:18]=[CH:17][C:16]([N:19]4[CH2:23][C@H:22]([CH2:24][O:25][CH3:32])[O:21][C:20]4=[O:30])=[CH:15][C:14]=3[F:31])=[CH:9][N:8]=2)=[N:3]1. (6) Given the reactants Br[C:2]1[C:10]2[C:5](=[CH:6][CH:7]=[CH:8][CH:9]=2)[N:4](C(OC(C)(C)C)=O)[N:3]=1.[CH3:18][O:19][C:20]1[CH:46]=[CH:45][C:23]([CH2:24][N:25]2[C:29]([C:30]3[CH:35]=[CH:34][C:33](B4OC(C)(C)C(C)(C)O4)=[CH:32][CH:31]=3)=[N:28][N:27]=[N:26]2)=[CH:22][CH:21]=1.C(=O)([O-])[O-].[Na+].[Na+], predict the reaction product. The product is: [CH3:18][O:19][C:20]1[CH:21]=[CH:22][C:23]([CH2:24][N:25]2[C:29]([C:30]3[CH:35]=[CH:34][C:33]([C:2]4[C:10]5[C:5](=[CH:6][CH:7]=[CH:8][CH:9]=5)[NH:4][N:3]=4)=[CH:32][CH:31]=3)=[N:28][N:27]=[N:26]2)=[CH:45][CH:46]=1.